This data is from Catalyst prediction with 721,799 reactions and 888 catalyst types from USPTO. The task is: Predict which catalyst facilitates the given reaction. (1) Reactant: [Cl:1][C:2]1[CH:11]=[C:10]2[C:5]([CH2:6][CH:7]([C:17]([O:19]C)=[O:18])[N:8](C(OCC)=O)[CH2:9]2)=[CH:4][CH:3]=1. Product: [ClH:1].[Cl:1][C:2]1[CH:11]=[C:10]2[C:5]([CH2:6][CH:7]([C:17]([OH:19])=[O:18])[NH:8][CH2:9]2)=[CH:4][CH:3]=1. The catalyst class is: 33. (2) Product: [CH3:26][C:25]1[C:20]([C:18]([NH:17][C:13]2[CH:14]=[CH:15][CH:16]=[C:11]([O:10][C:7]3[CH:8]=[CH:9][C:4]4[N:5]([CH:27]=[C:2]([NH:1][C:28](=[O:31])[CH2:29][CH3:30])[N:3]=4)[CH:6]=3)[CH:12]=2)=[O:19])=[N:21][CH:22]=[CH:23][CH:24]=1. The catalyst class is: 722. Reactant: [NH2:1][C:2]1[N:3]=[C:4]2[CH:9]=[CH:8][C:7]([O:10][C:11]3[CH:12]=[C:13]([NH:17][C:18]([C:20]4[C:25]([CH3:26])=[CH:24][CH:23]=[CH:22][N:21]=4)=[O:19])[CH:14]=[CH:15][CH:16]=3)=[CH:6][N:5]2[CH:27]=1.[C:28](Cl)(=[O:31])[CH2:29][CH3:30].CO.C(=O)([O-])[O-].[Na+].[Na+]. (3) Reactant: [C:1]1([C:7]2[C:16]3[C:11](=[CH:12][CH:13]=[CH:14][CH:15]=3)[CH2:10][O:9][C:8]=2[CH:17]=[O:18])[CH:6]=[CH:5][CH:4]=[CH:3][CH:2]=1.[BH4-].[Na+]. Product: [C:1]1([C:7]2[C:16]3[C:11](=[CH:12][CH:13]=[CH:14][CH:15]=3)[CH2:10][O:9][C:8]=2[CH2:17][OH:18])[CH:2]=[CH:3][CH:4]=[CH:5][CH:6]=1. The catalyst class is: 5. (4) Reactant: [NH2:1][C:2]1[C:7]([C:8]([O:10][CH3:11])=[O:9])=[CH:6][CH:5]=[CH:4][N:3]=1.C([O-])(O)=O.[Na+].Cl[CH2:18][CH:19]=O.O. Product: [N:1]1[CH:18]=[CH:19][N:3]2[CH:4]=[CH:5][CH:6]=[C:7]([C:8]([O:10][CH3:11])=[O:9])[C:2]=12. The catalyst class is: 8. (5) Reactant: [Cl:1][C:2]1[CH:7]=[C:6]([C:8]([F:11])([F:10])[F:9])[CH:5]=[CH:4][C:3]=1[OH:12].Br[CH:14]([CH3:20])[C:15]([O:17][CH2:18][CH3:19])=[O:16].C(=O)([O-])[O-].[K+].[K+]. Product: [Cl:1][C:2]1[CH:7]=[C:6]([C:8]([F:10])([F:11])[F:9])[CH:5]=[CH:4][C:3]=1[O:12][CH:14]([CH3:20])[C:15]([O:17][CH2:18][CH3:19])=[O:16]. The catalyst class is: 3. (6) Reactant: [CH3:1][C:2]1[CH:7]=[CH:6][N:5]=[C:4]([C:8]2[CH:13]=[CH:12][CH:11]=[CH:10][CH:9]=2)[CH:3]=1.[CH:14]([N-]C(C)C)(C)C.[Li+].CI.[Cl-].[NH4+]. Product: [CH2:1]([C:2]1[CH:7]=[CH:6][N:5]=[C:4]([C:8]2[CH:9]=[CH:10][CH:11]=[CH:12][CH:13]=2)[CH:3]=1)[CH3:14]. The catalyst class is: 49. (7) Reactant: [CH2:1]([CH:5]1[N:10]([C:11](=[O:26])[CH2:12][CH2:13][C:14]2[NH:18][C:17](C(OC(C)(C)C)=O)=[N:16][CH:15]=2)[CH2:9][CH2:8][N:7]2[CH:27]=[C:28]([C:30]3[CH:35]=[CH:34][CH:33]=[CH:32][C:31]=3[O:36][CH3:37])[N:29]=[C:6]12)[CH2:2][CH2:3][CH3:4].Cl. Product: [CH2:1]([CH:5]1[N:10]([C:11](=[O:26])[CH2:12][CH2:13][C:14]2[NH:18][CH:17]=[N:16][CH:15]=2)[CH2:9][CH2:8][N:7]2[CH:27]=[C:28]([C:30]3[CH:35]=[CH:34][CH:33]=[CH:32][C:31]=3[O:36][CH3:37])[N:29]=[C:6]12)[CH2:2][CH2:3][CH3:4]. The catalyst class is: 5. (8) Reactant: [CH2:1]([O:5][CH2:6][CH2:7][O:8][C:9]1[CH:14]=[CH:13][C:12]([C:15]2[CH:16]=[CH:17][C:18]3[N:24](C(=O)C(F)(F)F)[CH2:23][CH2:22][C:21]([C:31]([NH:33][C:34]4[CH:39]=[CH:38][C:37]([CH2:40][S:41]([C:44]5[CH:49]=[CH:48][CH:47]=[CH:46][N:45]=5)(=[O:43])=[O:42])=[CH:36][CH:35]=4)=[O:32])=[CH:20][C:19]=3[CH:50]=2)=[CH:11][CH:10]=1)[CH2:2][CH2:3][CH3:4].[BH4-].[Na+]. Product: [CH2:1]([O:5][CH2:6][CH2:7][O:8][C:9]1[CH:10]=[CH:11][C:12]([C:15]2[CH:16]=[CH:17][C:18]3[NH:24][CH2:23][CH2:22][C:21]([C:31]([NH:33][C:34]4[CH:35]=[CH:36][C:37]([CH2:40][S:41]([C:44]5[CH:49]=[CH:48][CH:47]=[CH:46][N:45]=5)(=[O:43])=[O:42])=[CH:38][CH:39]=4)=[O:32])=[CH:20][C:19]=3[CH:50]=2)=[CH:13][CH:14]=1)[CH2:2][CH2:3][CH3:4]. The catalyst class is: 8. (9) The catalyst class is: 3. Reactant: F[B-](F)(F)F.[N:6]1([O+]=C(N(C)C)N(C)C)[C:10]2C=CC=CC=2N=N1.CN.[NH2:25][C:26]1[N:31]=[CH:30][C:29]([C:32]2[CH:33]=[N:34][N:35]([C@H:37]3[CH2:41][N:40]([C:42]([O:44][C:45]([CH3:48])([CH3:47])[CH3:46])=[O:43])[C@H:39]([C:49](O)=[O:50])[CH2:38]3)[CH:36]=2)=[CH:28][C:27]=1[C:52]1[O:53][C:54]2[CH:60]=[CH:59][CH:58]=[CH:57][C:55]=2[N:56]=1.C(N(CC)CC)C. Product: [NH2:25][C:26]1[N:31]=[CH:30][C:29]([C:32]2[CH:33]=[N:34][N:35]([C@H:37]3[CH2:41][N:40]([C:42]([O:44][C:45]([CH3:47])([CH3:48])[CH3:46])=[O:43])[C@H:39]([C:49](=[O:50])[NH:6][CH3:10])[CH2:38]3)[CH:36]=2)=[CH:28][C:27]=1[C:52]1[O:53][C:54]2[CH:60]=[CH:59][CH:58]=[CH:57][C:55]=2[N:56]=1.